This data is from Full USPTO retrosynthesis dataset with 1.9M reactions from patents (1976-2016). The task is: Predict the reactants needed to synthesize the given product. Given the product [F:9][C:10]([F:18])([F:17])[CH2:11][CH2:12][CH:13]([CH3:1])[C:14]([OH:16])=[O:15], predict the reactants needed to synthesize it. The reactants are: [CH:1]([N-]C(C)C)(C)C.[Li+].[F:9][C:10]([F:18])([F:17])[CH2:11][CH2:12][CH2:13][C:14]([OH:16])=[O:15].CI.Cl.